From a dataset of Reaction yield outcomes from USPTO patents with 853,638 reactions. Predict the reaction yield, written as a fraction of the theoretical maximum amount of product (1.0 means a 100% yield; for example, 0.34 means a 34% yield). (1) The reactants are [F:1][C:2]([F:42])([F:41])[C:3]1[NH:7][C:6]([C@@H:8]([NH:10][C:11]([C:13]2[C:21]3[C:16](=[N:17][CH:18]=[C:19]([C:22]4[C:30]5[C:25](=[CH:26][C:27]([F:31])=[CH:28][CH:29]=5)[N:24]([CH3:32])[N:23]=4)[N:20]=3)[N:15](COCC[Si](C)(C)C)[CH:14]=2)=[O:12])[CH3:9])=[N:5][CH:4]=1.FC(F)(F)C(O)=O.C(N)CN. The catalyst is ClCCl.C(OCC)(=O)C.O. The product is [F:42][C:2]([F:1])([F:41])[C:3]1[NH:7][C:6]([C@@H:8]([NH:10][C:11]([C:13]2[C:21]3[C:16](=[N:17][CH:18]=[C:19]([C:22]4[C:30]5[C:25](=[CH:26][C:27]([F:31])=[CH:28][CH:29]=5)[N:24]([CH3:32])[N:23]=4)[N:20]=3)[NH:15][CH:14]=2)=[O:12])[CH3:9])=[N:5][CH:4]=1. The yield is 0.600. (2) The reactants are [CH3:1][C:2]1[N:3]=[C:4]([CH2:7][C:8](OCC)=[O:9])[S:5][CH:6]=1.[F:13][C:14]1[CH:21]=[CH:20][C:17]([CH:18]=O)=[C:16]([OH:22])[CH:15]=1.CC(O)=O. The catalyst is N1CCCCC1.CC#N. The product is [F:13][C:14]1[CH:15]=[C:16]2[C:17]([CH:18]=[C:7]([C:4]3[S:5][CH:6]=[C:2]([CH3:1])[N:3]=3)[C:8](=[O:9])[O:22]2)=[CH:20][CH:21]=1. The yield is 0.700. (3) The reactants are [Cl:1][C:2]1[CH:3]=[C:4]([C:8]2[NH:12][N:11]=[C:10]([CH3:13])[C:9]=2[NH2:14])[CH:5]=[CH:6][CH:7]=1.[N:15]1[N:19]2[CH:20]=[CH:21][CH:22]=[N:23][C:18]2=[C:17]([C:24](O)=[O:25])[CH:16]=1.F[P-](F)(F)(F)(F)F.N1(O[P+](N2CCCC2)(N2CCCC2)N2CCCC2)C2N=CC=CC=2N=N1.C(N(CC)C(C)C)(C)C. The catalyst is CN(C)C1C=CN=CC=1.CN(C)C=O. The product is [Cl:1][C:2]1[CH:3]=[C:4]([C:8]2[C:9]([NH:14][C:24]([C:17]3[CH:16]=[N:15][N:19]4[CH:20]=[CH:21][CH:22]=[N:23][C:18]=34)=[O:25])=[C:10]([CH3:13])[NH:11][N:12]=2)[CH:5]=[CH:6][CH:7]=1. The yield is 0.450. (4) The reactants are [C:1]([Si:5]([CH3:8])([CH3:7])Cl)([CH3:4])([CH3:3])[CH3:2].[CH2:9]([N:16]1[C:23](=[O:24])[C:20]2([CH2:22][CH2:21]2)[NH:19][C:18](=[O:25])[CH:17]1[CH2:26][OH:27])[C:10]1[CH:15]=[CH:14][CH:13]=[CH:12][CH:11]=1.C(N(CC)CC)C. The catalyst is CN(C)C1C=CN=CC=1.CN(C)C=O. The product is [CH2:9]([N:16]1[C:23](=[O:24])[C:20]2([CH2:21][CH2:22]2)[NH:19][C:18](=[O:25])[CH:17]1[CH2:26][O:27][Si:5]([C:1]([CH3:4])([CH3:3])[CH3:2])([CH3:8])[CH3:7])[C:10]1[CH:15]=[CH:14][CH:13]=[CH:12][CH:11]=1. The yield is 0.850.